Dataset: Full USPTO retrosynthesis dataset with 1.9M reactions from patents (1976-2016). Task: Predict the reactants needed to synthesize the given product. (1) Given the product [C:40]([O:39][C:37]([N:35]1[CH2:36][CH:33]([CH:31]([C:2]2[CH:3]=[C:4]3[C:9](=[CH:10][CH:11]=2)[N:8]=[C:7]([O:12][CH3:13])[C:6]([CH2:14][C:15]2[CH:16]=[CH:17][C:18]([C:21]([F:22])([F:23])[F:24])=[CH:19][CH:20]=2)=[C:5]3[Cl:25])[OH:32])[CH2:34]1)=[O:38])([CH3:43])([CH3:42])[CH3:41], predict the reactants needed to synthesize it. The reactants are: Br[C:2]1[CH:3]=[C:4]2[C:9](=[CH:10][CH:11]=1)[N:8]=[C:7]([O:12][CH3:13])[C:6]([CH2:14][C:15]1[CH:20]=[CH:19][C:18]([C:21]([F:24])([F:23])[F:22])=[CH:17][CH:16]=1)=[C:5]2[Cl:25].[Li]CCCC.[CH:31]([CH:33]1[CH2:36][N:35]([C:37]([O:39][C:40]([CH3:43])([CH3:42])[CH3:41])=[O:38])[CH2:34]1)=[O:32]. (2) Given the product [NH2:1][C@H:2]1[C:7]([F:9])([F:8])[CH2:6][CH2:5][CH2:4][C@H:3]1[NH:10][C:11]1[N:12]=[C:13]([NH:29][C:28]2[CH:27]=[CH:26][C:25]([C:24]3[O:20][N:21]=[CH:22][CH:23]=3)=[CH:31][CH:30]=2)[C:14]([C:17]#[N:18])=[N:15][CH:16]=1, predict the reactants needed to synthesize it. The reactants are: [NH2:1][C@H:2]1[C:7]([F:9])([F:8])[CH2:6][CH2:5][CH2:4][C@H:3]1[NH:10][C:11]1[N:12]=[C:13](Cl)[C:14]([C:17]#[N:18])=[N:15][CH:16]=1.[O:20]1[C:24]([C:25]2[CH:31]=[CH:30][C:28]([NH2:29])=[CH:27][CH:26]=2)=[CH:23][CH:22]=[N:21]1.C([O-])([O-])=O.[K+].[K+].C1C=CC(P(C2C(C3C(P(C4C=CC=CC=4)C4C=CC=CC=4)=CC=C4C=3C=CC=C4)=C3C(C=CC=C3)=CC=2)C2C=CC=CC=2)=CC=1. (3) Given the product [CH3:107][O:106][C:105](=[O:108])[NH:104][C@@H:97]([CH:98]1[CH2:103][CH2:102][O:101][CH2:100][CH2:99]1)[C:96]([N:92]1[CH2:93][CH2:94][CH2:95][C@H:91]1[C:89]1[NH:88][C:87]2[CH:110]=[C:83]([C:80]3[CH:79]=[CH:78][C:77]4[C:76]5[C:71](=[CH:72][C:73]([C:111]6[NH:115][C:114]([C@@H:116]7[CH2:120][CH2:119][CH2:118][N:117]7[C:48](=[O:61])[C@H:49]([NH:56][C:57]([O:59][CH3:60])=[O:58])[C:50]7[CH:55]=[CH:54][CH:53]=[CH:52][CH:51]=7)=[N:113][CH:112]=6)=[CH:74][CH:75]=5)[C:70]([F:69])([F:121])[C:82]=4[CH:81]=3)[CH:84]=[CH:85][C:86]=2[N:90]=1)=[O:109], predict the reactants needed to synthesize it. The reactants are: COC(=O)N[C@@H](C(C)C)C(N1[C@H](C2NC(C3C=CC(C4C=CC5C(=CC=C(C6NC([C@@H]7CCCN7[C:48](=[O:61])[C@H:49]([NH:56][C:57]([O:59][CH3:60])=[O:58])[C:50]7[CH:55]=[CH:54][CH:53]=[CH:52][CH:51]=7)=NC=6)C=5)C=4)=CC=3)=CN=2)CC2(OCCO2)C1)=O.Cl.Cl.Cl.[F:69][C:70]1([F:121])[C:82]2[CH:81]=[C:80]([C:83]3[CH:84]=[CH:85][C:86]4[N:90]=[C:89]([C@@H:91]5[CH2:95][CH2:94][CH2:93][N:92]5[C:96](=[O:109])[C@@H:97]([NH:104][C:105](=[O:108])[O:106][CH3:107])[CH:98]5[CH2:103][CH2:102][O:101][CH2:100][CH2:99]5)[NH:88][C:87]=4[CH:110]=3)[CH:79]=[CH:78][C:77]=2[C:76]2[C:71]1=[CH:72][C:73]([C:111]1[NH:115][C:114]([C@@H:116]3[CH2:120][CH2:119][CH2:118][NH:117]3)=[N:113][CH:112]=1)=[CH:74][CH:75]=2. (4) Given the product [F:8][C:9]1[CH:10]=[CH:11][C:12]([OH:17])=[C:13]([CH:16]=1)/[CH:14]=[C:7]1/[C:5](=[O:6])[NH:4][C:2](=[S:3])[S:1]/1, predict the reactants needed to synthesize it. The reactants are: [S:1]1[CH2:7][C:5](=[O:6])[NH:4][C:2]1=[S:3].[F:8][C:9]1[CH:16]=[C:13]([CH:14]=O)[C:12]([OH:17])=[CH:11][CH:10]=1. (5) Given the product [Cl:1][C:2]1[C:15]([Cl:16])=[CH:14][CH:13]=[CH:12][C:3]=1[CH2:4][C:5]1[C:8]([CH2:9][CH3:10])=[N:18][NH:19][C:6]=1[NH2:7], predict the reactants needed to synthesize it. The reactants are: [Cl:1][C:2]1[C:15]([Cl:16])=[CH:14][CH:13]=[CH:12][C:3]=1[CH2:4][CH:5]([C:8](=O)[CH2:9][CH3:10])[C:6]#[N:7].O.[NH2:18][NH2:19].